From a dataset of Reaction yield outcomes from USPTO patents with 853,638 reactions. Predict the reaction yield, written as a fraction of the theoretical maximum amount of product (1.0 means a 100% yield; for example, 0.34 means a 34% yield). (1) The reactants are [C:1]([C:9]1[CH:14]=[CH:13][CH:12]=[CH:11][C:10]=1[S:15][CH2:16][C:17]([CH2:24][CH3:25])([CH2:20][CH2:21][CH2:22][CH3:23])[CH:18]=O)(=O)[C:2]1[CH:7]=[CH:6][CH:5]=[CH:4][CH:3]=1. The catalyst is COCCOC.[Cl-].[Na+].O.[Zn]. The product is [CH2:20]([C:17]1([CH2:24][CH3:25])[CH:18]=[C:1]([C:2]2[CH:7]=[CH:6][CH:5]=[CH:4][CH:3]=2)[C:9]2[CH:14]=[CH:13][CH:12]=[CH:11][C:10]=2[S:15][CH2:16]1)[CH2:21][CH2:22][CH3:23]. The yield is 0.430. (2) The reactants are C([O:4][CH2:5][C:6]1[CH:7]=[C:8]2[CH:14]=[CH:13][O:12][C:9]2=[CH:10][N:11]=1)(=O)C.C([O-])([O-])=O.[K+].[K+].O.C(Cl)[Cl:23]. No catalyst specified. The product is [Cl:23][C:14]1[C:8]2[C:9](=[CH:10][N:11]=[C:6]([CH2:5][OH:4])[CH:7]=2)[O:12][CH:13]=1. The yield is 0.680. (3) The reactants are C[O:2][C:3](=[O:16])[CH2:4][C:5]1[CH:6]=[C:7]2[C:12](=[CH:13][CH:14]=1)[N:11]=[CH:10][C:9]([Br:15])=[CH:8]2.[OH-].[Na+]. No catalyst specified. The product is [Br:15][C:9]1[CH:10]=[N:11][C:12]2[C:7]([CH:8]=1)=[CH:6][C:5]([CH2:4][C:3]([OH:16])=[O:2])=[CH:14][CH:13]=2. The yield is 0.735.